Dataset: Experimentally validated miRNA-target interactions with 360,000+ pairs, plus equal number of negative samples. Task: Binary Classification. Given a miRNA mature sequence and a target amino acid sequence, predict their likelihood of interaction. The miRNA is rno-miR-126a-3p with sequence UCGUACCGUGAGUAAUAAUGCG. The protein sequence of the target gene is MTTFRNHCPHLDSVGEITKEDLIQKSLGACQDCKVRGPNLWACLENRCSYVGCGESQVDHSTIHSQETKHYLTVNLTTLRVWCYACSKEVFLDRKLGTPPSLPHVRQPQQTQENSVQDFKIPSNPALKTPMVAVSEDLDIEVEEEDELKARGLTGLKNIGNTCYMNAALQALSNCPPLTQFFLDCGGLARTDKKPAICKSYLKLMTELWHKSRPGSVVPANLFQGIKTVNPTFRGYSQQDAQEFLRCLMDLLHEELKEQVMEMEEEPQTLTSEETVEEEKSQSDVDFQSCESCSSSEKAE.... Result: 0 (no interaction).